From a dataset of Reaction yield outcomes from USPTO patents with 853,638 reactions. Predict the reaction yield, written as a fraction of the theoretical maximum amount of product (1.0 means a 100% yield; for example, 0.34 means a 34% yield). The reactants are C(OC([NH:8][C@H:9]1[CH2:14][CH2:13][C@H:12]([O:15][CH3:16])[CH2:11][CH2:10]1)=O)(C)(C)C.C(Cl)(=O)C. The catalyst is C(O)C. The product is [CH3:16][O:15][C@H:12]1[CH2:13][CH2:14][C@H:9]([NH2:8])[CH2:10][CH2:11]1. The yield is 1.00.